This data is from Reaction yield outcomes from USPTO patents with 853,638 reactions. The task is: Predict the reaction yield, written as a fraction of the theoretical maximum amount of product (1.0 means a 100% yield; for example, 0.34 means a 34% yield). (1) The reactants are [C:1]([OH:9])(=O)[C:2]1[CH:7]=[CH:6][CH:5]=[N:4][CH:3]=1.CCN(CC)CC.[CH3:17][O:18][C:19]([C:21]1[S:25][C:24]2[C:26]([NH2:30])=[CH:27][CH:28]=[CH:29][C:23]=2[CH:22]=1)=[O:20]. The catalyst is C(Cl)Cl. The product is [CH3:17][O:18][C:19]([C:21]1[S:25][C:24]2[C:26]([NH:30][C:1]([C:2]3[CH:3]=[N:4][CH:5]=[CH:6][CH:7]=3)=[O:9])=[CH:27][CH:28]=[CH:29][C:23]=2[CH:22]=1)=[O:20]. The yield is 0.450. (2) The reactants are [CH3:1][N:2]([CH3:10])[C:3]1[CH:8]=[CH:7][C:6](Br)=[CH:5][CH:4]=1.[C:11]([NH2:21])(=[O:20])/[CH:12]=[CH:13]/[C:14]1[CH:19]=[CH:18][CH:17]=[CH:16][CH:15]=1.C([O-])([O-])=O.[K+].[K+].CN[C@@H]1CCCC[C@H]1NC. The catalyst is [Cu]I.C1(C)C=CC=CC=1. The product is [CH3:1][N:2]([CH3:10])[C:3]1[CH:8]=[CH:7][C:6]([NH:21][C:11](=[O:20])/[CH:12]=[CH:13]/[C:14]2[CH:19]=[CH:18][CH:17]=[CH:16][CH:15]=2)=[CH:5][CH:4]=1. The yield is 0.980. (3) The reactants are [Br:1][C:2]1[CH:15]=[CH:14][C:13]2[C:12]([C:17]3[CH:22]=[CH:21][CH:20]=[CH:19][CH:18]=3)(O)[C:11]3[C:6](=[CH:7][CH:8]=[CH:9][CH:10]=3)[C:5]([C:24]3[CH:29]=[CH:28][CH:27]=[CH:26][CH:25]=3)(O)[C:4]=2[CH:3]=1.[I-].[K+].O.[PH2](=O)[O-].[Na+].[PH2](=O)O. The catalyst is C(O)(=O)C. The product is [Br:1][C:2]1[CH:15]=[CH:14][C:13]2[C:4](=[C:5]([C:24]3[CH:29]=[CH:28][CH:27]=[CH:26][CH:25]=3)[C:6]3[C:11]([C:12]=2[C:17]2[CH:22]=[CH:21][CH:20]=[CH:19][CH:18]=2)=[CH:10][CH:9]=[CH:8][CH:7]=3)[CH:3]=1. The yield is 0.740. (4) The reactants are Br[C:2]1[CH:7]=[CH:6][C:5]([S:8]([NH:11][CH2:12][CH:13]2[CH2:15][CH2:14]2)(=[O:10])=[O:9])=[C:4]([C:16]([F:19])([F:18])[F:17])[CH:3]=1.[CH3:20][O:21][C:22]1[CH:23]=[C:24]([CH:26]=[C:27]([O:29][CH3:30])[CH:28]=1)[NH2:25].C1C=CC(P(C2C(C3C(P(C4C=CC=CC=4)C4C=CC=CC=4)=CC=C4C=3C=CC=C4)=C3C(C=CC=C3)=CC=2)C2C=CC=CC=2)=CC=1.C(=O)([O-])[O-].[Cs+].[Cs+]. The catalyst is C1(C)C=CC=CC=1.CC([O-])=O.CC([O-])=O.[Pd+2]. The product is [CH:13]1([CH2:12][NH:11][S:8]([C:5]2[CH:6]=[CH:7][C:2]([NH:25][C:24]3[CH:26]=[C:27]([O:29][CH3:30])[CH:28]=[C:22]([O:21][CH3:20])[CH:23]=3)=[CH:3][C:4]=2[C:16]([F:19])([F:18])[F:17])(=[O:10])=[O:9])[CH2:15][CH2:14]1. The yield is 0.480. (5) The yield is 0.801. The product is [CH3:1][O:2][C:3]1[N:8]=[CH:7][C:6]([NH:9][C:10]2[C:15]([C:16]3[N:24]=[CH:23][N:22]=[C:21]4[C:17]=3[N:18]=[CH:19][NH:20]4)=[CH:14][CH:13]=[CH:12][N:11]=2)=[CH:5][CH:4]=1. No catalyst specified. The reactants are [CH3:1][O:2][C:3]1[N:8]=[CH:7][C:6]([NH:9][C:10]2[C:15]([C:16]3[N:24]=[CH:23][N:22]=[C:21]4[C:17]=3[N:18]=[CH:19][N:20]4C3CCCCO3)=[CH:14][CH:13]=[CH:12][N:11]=2)=[CH:5][CH:4]=1.Cl.N. (6) The reactants are [C:1]([NH:4][C:5]1[CH:13]=[CH:12][CH:11]=[C:10]2[C:6]=1[C:7](=[O:33])[N:8]([CH:15]([C:20]1[CH:25]=[CH:24][C:23]([O:26][CH:27]([F:29])[F:28])=[C:22]([O:30][CH2:31][CH3:32])[CH:21]=1)[CH2:16][C:17](O)=[O:18])[C:9]2=[O:14])(=[O:3])[CH3:2].C1N=CN(C(N2C=NC=C2)=O)C=1.Cl.[NH2:47][OH:48]. The catalyst is C1COCC1. The product is [C:1]([NH:4][C:5]1[CH:13]=[CH:12][CH:11]=[C:10]2[C:6]=1[C:7](=[O:33])[N:8]([CH:15]([C:20]1[CH:25]=[CH:24][C:23]([O:26][CH:27]([F:28])[F:29])=[C:22]([O:30][CH2:31][CH3:32])[CH:21]=1)[CH2:16][C:17]([NH:47][OH:48])=[O:18])[C:9]2=[O:14])(=[O:3])[CH3:2]. The yield is 0.500. (7) The catalyst is C(#N)C. The reactants are [OH:1][C:2]1[CH:3]=[C:4]2[C:9](=[CH:10][CH:11]=1)[C:8](=[O:12])[CH2:7][CH2:6][CH2:5]2.Br[CH2:14][CH2:15][CH3:16].[I-].[K+].C(=O)([O-])[O-].[K+].[K+]. The product is [CH2:14]([O:1][C:2]1[CH:3]=[C:4]2[C:9](=[CH:10][CH:11]=1)[C:8](=[O:12])[CH2:7][CH2:6][CH2:5]2)[CH2:15][CH3:16]. The yield is 0.940. (8) The reactants are [C:1]([O:5][C:6]([N:8]1[CH2:13][CH2:12][CH:11]([OH:14])[CH2:10][CH2:9]1)=[O:7])([CH3:4])([CH3:3])[CH3:2].[H-].[Na+].Cl[C:18]1[N:23]=[CH:22][N:21]=[C:20]([NH:24][C:25]2[CH:30]=[CH:29][C:28]([S:31]([CH3:34])(=[O:33])=[O:32])=[CH:27][CH:26]=2)[C:19]=1[N+:35]([O-:37])=[O:36]. The catalyst is C1COCC1. The product is [C:1]([O:5][C:6]([N:8]1[CH2:13][CH2:12][CH:11]([O:14][C:18]2[C:19]([N+:35]([O-:37])=[O:36])=[C:20]([NH:24][C:25]3[CH:26]=[CH:27][C:28]([S:31]([CH3:34])(=[O:32])=[O:33])=[CH:29][CH:30]=3)[N:21]=[CH:22][N:23]=2)[CH2:10][CH2:9]1)=[O:7])([CH3:4])([CH3:2])[CH3:3]. The yield is 0.680. (9) The reactants are Cl[C:2]1[N:3]=[CH:4][C:5]([C:8]([NH2:10])=[O:9])=[N:6][CH:7]=1.[O:11]=[CH:12][C:13]1[CH:21]=[CH:20][C:18]([OH:19])=[C:15]([O:16][CH3:17])[CH:14]=1.C([O-])([O-])=O.[K+].[K+]. The catalyst is CN(C=O)C. The product is [CH:12]([C:13]1[CH:21]=[CH:20][C:18]([O:19][C:2]2[N:3]=[CH:4][C:5]([C:8]([NH2:10])=[O:9])=[N:6][CH:7]=2)=[C:15]([O:16][CH3:17])[CH:14]=1)=[O:11]. The yield is 0.964.